From a dataset of Full USPTO retrosynthesis dataset with 1.9M reactions from patents (1976-2016). Predict the reactants needed to synthesize the given product. (1) Given the product [Br:5][C:6]1[CH:11]=[CH:10][C:9]([S:1]([Cl:4])=[O:2])=[CH:8][CH:7]=1, predict the reactants needed to synthesize it. The reactants are: [S:1]([Cl:4])(Cl)=[O:2].[Br:5][C:6]1[CH:11]=[CH:10][C:9](S(O)=O)=[CH:8][CH:7]=1. (2) Given the product [F:15][C:16]1[CH:17]=[C:18]([CH:21]=[CH:22][C:23]=1[N:24]1[CH2:29][CH2:28][N:27]([C:4](=[O:6])[C:3]2[CH:7]=[C:8]([S:11]([CH3:14])(=[O:13])=[O:12])[CH:9]=[CH:10][C:2]=2[I:1])[CH2:26][CH2:25]1)[C:19]#[N:20], predict the reactants needed to synthesize it. The reactants are: [I:1][C:2]1[CH:10]=[CH:9][C:8]([S:11]([CH3:14])(=[O:13])=[O:12])=[CH:7][C:3]=1[C:4]([OH:6])=O.[F:15][C:16]1[CH:17]=[C:18]([CH:21]=[CH:22][C:23]=1[N:24]1[CH2:29][CH2:28][NH:27][CH2:26][CH2:25]1)[C:19]#[N:20]. (3) The reactants are: [OH-].[K+].[CH3:3][N:4]([CH3:26])[CH:5]1[CH2:9][CH2:8][N:7]([C:10]2[CH:15]=[CH:14][C:13]([NH:16][C:17](=[O:25])[C:18]3[CH:23]=[CH:22][C:21]([OH:24])=[N:20][CH:19]=3)=[CH:12][CH:11]=2)[CH2:6]1.Br[CH2:28][CH2:29][CH2:30][CH3:31].O. Given the product [CH2:28]([O:24][C:21]1[CH:22]=[CH:23][C:18]([C:17]([NH:16][C:13]2[CH:12]=[CH:11][C:10]([N:7]3[CH2:8][CH2:9][CH:5]([N:4]([CH3:26])[CH3:3])[CH2:6]3)=[CH:15][CH:14]=2)=[O:25])=[CH:19][N:20]=1)[CH2:29][CH2:30][CH3:31], predict the reactants needed to synthesize it.